This data is from NCI-60 drug combinations with 297,098 pairs across 59 cell lines. The task is: Regression. Given two drug SMILES strings and cell line genomic features, predict the synergy score measuring deviation from expected non-interaction effect. (1) Drug 1: CC(CN1CC(=O)NC(=O)C1)N2CC(=O)NC(=O)C2. Drug 2: C1=CC(=CC=C1C#N)C(C2=CC=C(C=C2)C#N)N3C=NC=N3. Cell line: EKVX. Synergy scores: CSS=8.11, Synergy_ZIP=-3.21, Synergy_Bliss=-1.24, Synergy_Loewe=0.270, Synergy_HSA=-0.587. (2) Drug 1: CC(C)(C#N)C1=CC(=CC(=C1)CN2C=NC=N2)C(C)(C)C#N. Drug 2: CN(C(=O)NC(C=O)C(C(C(CO)O)O)O)N=O. Cell line: HOP-92. Synergy scores: CSS=8.34, Synergy_ZIP=-2.43, Synergy_Bliss=0.279, Synergy_Loewe=4.34, Synergy_HSA=3.16. (3) Drug 1: C1CCN(CC1)CCOC2=CC=C(C=C2)C(=O)C3=C(SC4=C3C=CC(=C4)O)C5=CC=C(C=C5)O. Drug 2: C1=CN(C(=O)N=C1N)C2C(C(C(O2)CO)O)O.Cl. Cell line: MALME-3M. Synergy scores: CSS=36.6, Synergy_ZIP=-3.22, Synergy_Bliss=0.190, Synergy_Loewe=-22.5, Synergy_HSA=-2.04. (4) Drug 1: CC1C(C(CC(O1)OC2CC(OC(C2O)C)OC3=CC4=CC5=C(C(=O)C(C(C5)C(C(=O)C(C(C)O)O)OC)OC6CC(C(C(O6)C)O)OC7CC(C(C(O7)C)O)OC8CC(C(C(O8)C)O)(C)O)C(=C4C(=C3C)O)O)O)O. Drug 2: CN1C2=C(C=C(C=C2)N(CCCl)CCCl)N=C1CCCC(=O)O.Cl. Cell line: SK-MEL-5. Synergy scores: CSS=19.2, Synergy_ZIP=0.805, Synergy_Bliss=1.27, Synergy_Loewe=-27.6, Synergy_HSA=-0.309. (5) Drug 1: CC1C(C(CC(O1)OC2CC(OC(C2O)C)OC3=CC4=CC5=C(C(=O)C(C(C5)C(C(=O)C(C(C)O)O)OC)OC6CC(C(C(O6)C)O)OC7CC(C(C(O7)C)O)OC8CC(C(C(O8)C)O)(C)O)C(=C4C(=C3C)O)O)O)O. Drug 2: C1CN(P(=O)(OC1)NCCCl)CCCl. Cell line: NCI-H226. Synergy scores: CSS=22.4, Synergy_ZIP=0.929, Synergy_Bliss=0.737, Synergy_Loewe=-50.5, Synergy_HSA=0.164. (6) Drug 1: CCC(=C(C1=CC=CC=C1)C2=CC=C(C=C2)OCCN(C)C)C3=CC=CC=C3.C(C(=O)O)C(CC(=O)O)(C(=O)O)O. Drug 2: CC1=C(C(=CC=C1)Cl)NC(=O)C2=CN=C(S2)NC3=CC(=NC(=N3)C)N4CCN(CC4)CCO. Cell line: PC-3. Synergy scores: CSS=13.6, Synergy_ZIP=0.413, Synergy_Bliss=6.84, Synergy_Loewe=-20.9, Synergy_HSA=5.26. (7) Drug 1: C1=C(C(=O)NC(=O)N1)N(CCCl)CCCl. Drug 2: C1CC(C1)(C(=O)O)C(=O)O.[NH2-].[NH2-].[Pt+2]. Cell line: SF-295. Synergy scores: CSS=20.1, Synergy_ZIP=-10.5, Synergy_Bliss=-9.96, Synergy_Loewe=-11.1, Synergy_HSA=-5.68. (8) Drug 1: C1=NNC2=C1C(=O)NC=N2. Drug 2: N.N.Cl[Pt+2]Cl. Cell line: TK-10. Synergy scores: CSS=29.9, Synergy_ZIP=-6.48, Synergy_Bliss=2.67, Synergy_Loewe=-2.91, Synergy_HSA=1.87. (9) Drug 1: CC1=CC2C(CCC3(C2CCC3(C(=O)C)OC(=O)C)C)C4(C1=CC(=O)CC4)C. Drug 2: CN(C)C1=NC(=NC(=N1)N(C)C)N(C)C. Cell line: SNB-75. Synergy scores: CSS=-3.90, Synergy_ZIP=3.51, Synergy_Bliss=2.56, Synergy_Loewe=-3.64, Synergy_HSA=-2.98.